This data is from Full USPTO retrosynthesis dataset with 1.9M reactions from patents (1976-2016). The task is: Predict the reactants needed to synthesize the given product. (1) The reactants are: [C:1]([C:3]1[CH:4]=[C:5]([NH:9][C:10](=[O:33])[NH:11][C:12]2[CH:17]=[CH:16][C:15]([S:18]([NH:21][CH2:22][C:23]3[CH:28]=[CH:27][C:26]([S:29](=[O:32])(=[O:31])[NH2:30])=[CH:25][CH:24]=3)(=[O:20])=[O:19])=[CH:14][CH:13]=2)[CH:6]=[CH:7][CH:8]=1)#[N:2].[N:34]1[CH:39]=[CH:38][C:37]([CH2:40][N:41]2[CH2:46][CH2:45][NH:44][CH2:43][CH2:42]2)=[CH:36][CH:35]=1. Given the product [NH:2]=[C:1]([N:44]1[CH2:45][CH2:46][N:41]([CH2:40][C:37]2[CH:36]=[CH:35][N:34]=[CH:39][CH:38]=2)[CH2:42][CH2:43]1)[C:3]1[CH:4]=[C:5]([NH:9][C:10](=[O:33])[NH:11][C:12]2[CH:17]=[CH:16][C:15]([S:18]([NH:21][CH2:22][C:23]3[CH:28]=[CH:27][C:26]([S:29](=[O:32])(=[O:31])[NH2:30])=[CH:25][CH:24]=3)(=[O:20])=[O:19])=[CH:14][CH:13]=2)[CH:6]=[CH:7][CH:8]=1, predict the reactants needed to synthesize it. (2) Given the product [CH3:32][O:33][C:34]1[CH:35]=[C:36]([C:42]2[C@@H:51]3[C@@H:46]([CH2:47][CH2:48][CH2:49][CH2:50]3)[C:45](=[O:52])[N:44]([CH:53]3[CH2:54][CH2:55][N:56]([C:19](=[O:21])[C@H:9]([NH:8][C:6](=[O:7])[O:5][C:1]([CH3:2])([CH3:3])[CH3:4])[CH2:10][C:11]4[CH:12]=[CH:13][C:14]([O:17][CH3:18])=[CH:15][CH:16]=4)[CH2:57][CH2:58]3)[N:43]=2)[CH:37]=[CH:38][C:39]=1[O:40][CH3:41], predict the reactants needed to synthesize it. The reactants are: [C:1]([O:5][C:6]([NH:8][C@@H:9]([C:19]([OH:21])=O)[CH2:10][C:11]1[CH:16]=[CH:15][C:14]([O:17][CH3:18])=[CH:13][CH:12]=1)=[O:7])([CH3:4])([CH3:3])[CH3:2].CCN(C(C)C)C(C)C.Cl.[CH3:32][O:33][C:34]1[CH:35]=[C:36]([C:42]2[C@@H:51]3[C@@H:46]([CH2:47][CH2:48][CH2:49][CH2:50]3)[C:45](=[O:52])[N:44]([CH:53]3[CH2:58][CH2:57][NH:56][CH2:55][CH2:54]3)[N:43]=2)[CH:37]=[CH:38][C:39]=1[O:40][CH3:41].CCOC(C(C#N)=NOC(N1CCOCC1)=[N+](C)C)=O.F[P-](F)(F)(F)(F)F.C(=O)(O)[O-].[Na+].